This data is from Catalyst prediction with 721,799 reactions and 888 catalyst types from USPTO. The task is: Predict which catalyst facilitates the given reaction. (1) Reactant: [CH3:1][CH:2]1[CH2:11][C:10]2[C:5](=[CH:6][CH:7]=[C:8]([O:12][CH3:13])[CH:9]=2)[C:4](=[O:14])[CH:3]1[C:15]1[CH:20]=[CH:19][CH:18]=[CH:17][CH:16]=1.C1(C)C=CC(S(O)(=O)=O)=CC=1.C(C1C(=O)C(Cl)=C(Cl)[C:36](=[O:37])[C:35]=1C#N)#N. Product: [C:36]([O:14][C:4]1[C:5]2[C:10](=[CH:9][C:8]([O:12][CH3:13])=[CH:7][CH:6]=2)[CH:11]=[C:2]([CH3:1])[C:3]=1[C:15]1[CH:20]=[CH:19][CH:18]=[CH:17][CH:16]=1)(=[O:37])[CH3:35]. The catalyst class is: 480. (2) Reactant: C(OC([NH:8][CH2:9][CH2:10][CH2:11][C@H:12]([NH:16][C:17]([C:19]1[C:20](=[O:34])[N:21]([CH2:25][C:26]2[CH:31]=[C:30]([Br:32])[CH:29]=[C:28]([Br:33])[CH:27]=2)[CH:22]=[CH:23][CH:24]=1)=[O:18])[C:13]([OH:15])=[O:14])=O)(C)(C)C.[C:35]([OH:41])([C:37]([F:40])([F:39])[F:38])=[O:36]. Product: [NH2:8][CH2:9][CH2:10][CH2:11][C@H:12]([NH:16][C:17]([C:19]1[C:20](=[O:34])[N:21]([CH2:25][C:26]2[CH:31]=[C:30]([Br:32])[CH:29]=[C:28]([Br:33])[CH:27]=2)[CH:22]=[CH:23][CH:24]=1)=[O:18])[C:13]([OH:15])=[O:14].[C:35]([OH:41])([C:37]([F:40])([F:39])[F:38])=[O:36]. The catalyst class is: 4. (3) Reactant: Cl.[NH2:2][C@H:3]([C:7]1[CH:12]=[CH:11][CH:10]=[CH:9][CH:8]=1)[C:4](O)=[O:5].O.[NH4+:14]. Product: [NH2:2][C@H:3]([C:7]1[CH:12]=[CH:11][CH:10]=[CH:9][CH:8]=1)[C:4]([NH2:14])=[O:5]. The catalyst class is: 12. (4) Reactant: [CH3:1][CH:2]1[CH2:11][C:10]2[C:5](=[CH:6][CH:7]=[C:8]([CH:12]3[CH2:14][O:13]3)[CH:9]=2)[C:4](=[O:15])[O:3]1.Cl.[N:17]1([C:23](=[O:36])[CH2:24][C:25]2[CH:30]=[CH:29][C:28]([N:31]3[CH:35]=[N:34][N:33]=[N:32]3)=[CH:27][CH:26]=2)[CH2:22][CH2:21][NH:20][CH2:19][CH2:18]1.CCN(C(C)C)C(C)C. Product: [OH:13][CH:12]([C:8]1[CH:9]=[C:10]2[C:5](=[CH:6][CH:7]=1)[C:4](=[O:15])[O:3][CH:2]([CH3:1])[CH2:11]2)[CH2:14][N:20]1[CH2:19][CH2:18][N:17]([C:23](=[O:36])[CH2:24][C:25]2[CH:26]=[CH:27][C:28]([N:31]3[CH:35]=[N:34][N:33]=[N:32]3)=[CH:29][CH:30]=2)[CH2:22][CH2:21]1. The catalyst class is: 14. (5) Reactant: C1C(=O)N([O:8][C:9]([O:11][N:12]2[C:17](=[O:18])[CH2:16][CH2:15][C:13]2=[O:14])=[O:10])C(=O)C1.[CH:19]1(O)[CH2:26][CH2:25][CH2:24][CH2:23][CH2:22][CH:21]=[CH:20]1.C(N(C(C)C)CC)(C)C. Product: [C:9](=[O:10])([O:11][N:12]1[C:13](=[O:14])[CH2:15][CH2:16][C:17]1=[O:18])[O:8][CH:26]1[CH2:25][CH2:24][CH2:23][CH2:22][CH2:21][CH:20]=[CH:19]1. The catalyst class is: 10.